The task is: Predict the reaction yield, written as a fraction of the theoretical maximum amount of product (1.0 means a 100% yield; for example, 0.34 means a 34% yield).. This data is from Reaction yield outcomes from USPTO patents with 853,638 reactions. (1) The reactants are [CH2:1]([C:5]1[N:10]=[C:9]([CH3:11])[N:8]([CH2:12][C:13]2[CH:17]=[C:16]([CH3:18])[N:15]([CH3:19])[N:14]=2)[C:7](=[O:20])[C:6]=1[CH2:21][C:22]1[CH:27]=[CH:26][C:25]([C:28]2[CH:33]=[CH:32][CH:31]=[CH:30][C:29]=2[C:34]2[NH:38][C:37](=[O:39])[O:36][N:35]=2)=[CH:24][CH:23]=1)[CH2:2][CH2:3][CH3:4].[ClH:40].C(OCC)(=O)C. The catalyst is C(OCC)(=O)C. The product is [ClH:40].[CH2:1]([C:5]1[N:10]=[C:9]([CH3:11])[N:8]([CH2:12][C:13]2[CH:17]=[C:16]([CH3:18])[N:15]([CH3:19])[N:14]=2)[C:7](=[O:20])[C:6]=1[CH2:21][C:22]1[CH:27]=[CH:26][C:25]([C:28]2[CH:33]=[CH:32][CH:31]=[CH:30][C:29]=2[C:34]2[NH:38][C:37](=[O:39])[O:36][N:35]=2)=[CH:24][CH:23]=1)[CH2:2][CH2:3][CH3:4]. The yield is 0.680. (2) The product is [F:11][C:10]([F:12])([F:13])[C:8]1[CH:7]=[CH:6][C:5]([C:14]2[CH:19]=[CH:18][CH:17]=[CH:16][CH:15]=2)=[C:4]([NH2:1])[CH:9]=1. The yield is 1.00. The catalyst is C(O)C. The reactants are [N+:1]([C:4]1[CH:9]=[C:8]([C:10]([F:13])([F:12])[F:11])[CH:7]=[CH:6][C:5]=1[C:14]1[CH:19]=[CH:18][CH:17]=[CH:16][CH:15]=1)([O-])=O.C1COCC1.CCO.